This data is from Forward reaction prediction with 1.9M reactions from USPTO patents (1976-2016). The task is: Predict the product of the given reaction. (1) Given the reactants C12(C3C=CC(OCC(N[C:20]4[CH:21]=[C:22]([CH:26]=[CH:27][CH:28]=4)[C:23](O)=[O:24])=O)=CC=3)CC3CC(CC(C3)C1)C2.[Cl:31][C:32]1[CH:38]=[CH:37][C:35]([NH2:36])=[CH:34][CH:33]=1.CCN(C(C)C)C(C)C.C(Cl)CCl.C1C=CC2N(O)N=NC=2C=1, predict the reaction product. The product is: [Cl:31][C:32]1[CH:38]=[CH:37][C:35]([NH:36][C:23](=[O:24])[C:22]2[CH:26]=[CH:27][CH:28]=[CH:20][CH:21]=2)=[CH:34][CH:33]=1. (2) Given the reactants [OH:1][CH2:2][CH2:3][CH2:4][C:5]1[CH:10]=[CH:9][C:8]([CH:11]2[CH2:16][CH2:15][N:14]([C:17]([O:19][C:20]([CH3:23])([CH3:22])[CH3:21])=[O:18])[CH2:13][CH:12]2[O:24][CH2:25][C:26]2[CH:35]=[CH:34][C:33]3[C:28](=[CH:29][CH:30]=[CH:31][CH:32]=3)[CH:27]=2)=[CH:7][CH:6]=1.[CH2:36](Br)[C:37]1[CH:42]=[CH:41][CH:40]=[CH:39][CH:38]=1, predict the reaction product. The product is: [CH2:36]([O:1][CH2:2][CH2:3][CH2:4][C:5]1[CH:6]=[CH:7][C:8]([CH:11]2[CH2:16][CH2:15][N:14]([C:17]([O:19][C:20]([CH3:21])([CH3:22])[CH3:23])=[O:18])[CH2:13][CH:12]2[O:24][CH2:25][C:26]2[CH:35]=[CH:34][C:33]3[C:28](=[CH:29][CH:30]=[CH:31][CH:32]=3)[CH:27]=2)=[CH:9][CH:10]=1)[C:37]1[CH:42]=[CH:41][CH:40]=[CH:39][CH:38]=1. (3) Given the reactants [CH3:1][O:2][C:3]([C:5]1[S:6][C:7]([C:10](=[O:21])[NH:11][CH:12]([C:14]2[CH:19]=[CH:18][CH:17]=[C:16](Br)[CH:15]=2)[CH3:13])=[CH:8][CH:9]=1)=[O:4].[S:22]1[CH:26]=[CH:25][CH:24]=[C:23]1B(O)O.C([O-])([O-])=O.[Na+].[Na+], predict the reaction product. The product is: [CH3:1][O:2][C:3]([C:5]1[S:6][C:7]([C:10](=[O:21])[NH:11][CH:12]([C:14]2[CH:19]=[CH:18][CH:17]=[C:16]([C:23]3[S:22][CH:26]=[CH:25][CH:24]=3)[CH:15]=2)[CH3:13])=[CH:8][CH:9]=1)=[O:4]. (4) Given the reactants [NH:1]1[C:9]2[C:4](=[CH:5][CH:6]=[CH:7][CH:8]=2)[CH2:3][C:2]1=[O:10].[CH3:11][N:12]([CH3:37])[C:13]([CH2:15][CH2:16][C:17]1[C:18]([S:25]([C:28]2[CH:36]=[CH:35][CH:34]=[CH:33][C:29]=2[C:30]([OH:32])=[O:31])(=[O:27])=[O:26])=[C:19]([CH3:24])[NH:20][C:21]=1[CH:22]=O)=[O:14].N1CCCCC1, predict the reaction product. The product is: [CH3:37][N:12]([CH3:11])[C:13]([CH2:15][CH2:16][C:17]1[C:18]([S:25]([C:28]2[CH:36]=[CH:35][CH:34]=[CH:33][C:29]=2[C:30]([OH:32])=[O:31])(=[O:27])=[O:26])=[C:19]([CH3:24])[NH:20][C:21]=1/[CH:22]=[C:3]1\[C:2](=[O:10])[NH:1][C:9]2[C:4]\1=[CH:5][CH:6]=[CH:7][CH:8]=2)=[O:14]. (5) Given the reactants FC(F)(F)C(O)=O.[CH3:8][C:9]1[CH:25]=[C:24]([C:26]2[CH:31]=[CH:30][N:29]=[CH:28][CH:27]=2)[CH:23]=[C:22]([CH3:32])[C:10]=1[O:11][C:12]1[C:13]2[NH:21][N:20]=[N:19][C:14]=2[N:15]=[C:16](Cl)[N:17]=1.[NH2:33][C:34]1[CH:41]=[CH:40][C:37]([C:38]#[N:39])=[CH:36][CH:35]=1.FC(F)(F)CO, predict the reaction product. The product is: [CH3:8][C:9]1[CH:25]=[C:24]([C:26]2[CH:31]=[CH:30][N:29]=[CH:28][CH:27]=2)[CH:23]=[C:22]([CH3:32])[C:10]=1[O:11][C:12]1[C:13]2[NH:21][N:20]=[N:19][C:14]=2[N:15]=[C:16]([NH:33][C:34]2[CH:41]=[CH:40][C:37]([C:38]#[N:39])=[CH:36][CH:35]=2)[N:17]=1. (6) Given the reactants O=[C:2]1[CH:9]2[CH2:10][C:5]3([C:12]([NH2:14])=[O:13])[CH2:6][CH:7]([CH2:11][CH:3]1[CH2:4]3)[CH2:8]2.[NH3:15].[H][H], predict the reaction product. The product is: [NH2:15][CH:2]1[CH:9]2[CH2:10][C:5]3([C:12]([NH2:14])=[O:13])[CH2:6][CH:7]([CH2:11][CH:3]1[CH2:4]3)[CH2:8]2. (7) Given the reactants C([O:8][NH:9][C:10]([C:12]1[C:17]([O:18]CC2C=CC=CC=2)=[C:16]([CH2:26][OH:27])[C:15]([C:28]([NH:30][CH2:31][C:32]2[CH:37]=[CH:36][C:35]([F:38])=[CH:34][CH:33]=2)=[O:29])=[CH:14][N:13]=1)=[O:11])C1C=CC=CC=1, predict the reaction product. The product is: [F:38][C:35]1[CH:34]=[CH:33][C:32]([CH2:31][NH:30][C:28]([C:15]2[C:16]([CH2:26][OH:27])=[C:17]([OH:18])[C:12]([C:10]([NH:9][OH:8])=[O:11])=[N:13][CH:14]=2)=[O:29])=[CH:37][CH:36]=1. (8) Given the reactants [CH3:1][N:2]([C:10]1[CH:15]=[CH:14][C:13]([C:16]([C:18]2[N:22]([CH3:23])[CH:21]=[N:20][CH:19]=2)=[O:17])=[CH:12][CH:11]=1)C(=O)OC(C)(C)C.Cl.C([O-])(O)=O.[Na+], predict the reaction product. The product is: [CH3:1][NH:2][C:10]1[CH:11]=[CH:12][C:13]([C:16]([C:18]2[N:22]([CH3:23])[CH:21]=[N:20][CH:19]=2)=[O:17])=[CH:14][CH:15]=1. (9) Given the reactants [CH2:1]([O:8][C:9]([C:11]1[C:19]2[C:14](=[CH:15][CH:16]=[C:17]([CH2:20][CH2:21][NH:22]C(OC(C)(C)C)=O)[CH:18]=2)[NH:13][C:12]=1[CH3:30])=[O:10])[C:2]1[CH:7]=[CH:6][CH:5]=[CH:4][CH:3]=1.[ClH:31], predict the reaction product. The product is: [ClH:31].[CH2:1]([O:8][C:9]([C:11]1[C:19]2[C:14](=[CH:15][CH:16]=[C:17]([CH2:20][CH2:21][NH2:22])[CH:18]=2)[NH:13][C:12]=1[CH3:30])=[O:10])[C:2]1[CH:3]=[CH:4][CH:5]=[CH:6][CH:7]=1. (10) Given the reactants [Cl:1][C:2]1[CH:7]=[CH:6][C:5]([C:8]([CH:27]2[CH2:29][CH2:28]2)([C:15]2[C:23]3[C:18](=[C:19]([CH2:24][S:25][CH3:26])[CH:20]=[CH:21][CH:22]=3)[NH:17][CH:16]=2)[CH2:9][C:10](OCC)=[O:11])=[CH:4][CH:3]=1.[H-].[Al+3].[Li+].[H-].[H-].[H-].O.C(#N)C, predict the reaction product. The product is: [Cl:1][C:2]1[CH:3]=[CH:4][C:5]([C:8]([CH:27]2[CH2:29][CH2:28]2)([C:15]2[C:23]3[C:18](=[C:19]([CH2:24][S:25][CH3:26])[CH:20]=[CH:21][CH:22]=3)[NH:17][CH:16]=2)[CH2:9][CH2:10][OH:11])=[CH:6][CH:7]=1.